Task: Predict the product of the given reaction.. Dataset: Forward reaction prediction with 1.9M reactions from USPTO patents (1976-2016) (1) Given the reactants [NH2:1][CH:2]([C:11]1[C:16]([O:17][CH3:18])=[CH:15][N:14]=[CH:13][C:12]=1[O:19][CH3:20])[CH2:3][CH2:4][CH2:5][CH2:6][C:7]([O:9]C)=O.[CH3:21][C:22]1[S:23][CH:24]=[C:25]([C:27]2[CH:28]=[C:29]([CH:32]=[CH:33][CH:34]=2)[CH:30]=O)[N:26]=1, predict the reaction product. The product is: [CH3:20][O:19][C:12]1[CH:13]=[N:14][CH:15]=[C:16]([O:17][CH3:18])[C:11]=1[CH:2]1[N:1]([CH2:30][C:29]2[CH:32]=[CH:33][CH:34]=[C:27]([C:25]3[N:26]=[C:22]([CH3:21])[S:23][CH:24]=3)[CH:28]=2)[C:7](=[O:9])[CH2:6][CH2:5][CH2:4][CH2:3]1. (2) Given the reactants [Si:1]([O:18][CH:19]1[CH2:22][N:21]([C:23]2[S:24][CH:25]=[C:26]([C:28](=[O:36])[N:29]([CH2:33][CH2:34]O)[CH:30]([CH3:32])[CH3:31])[N:27]=2)[CH2:20]1)([C:14]([CH3:17])([CH3:16])[CH3:15])([C:8]1[CH:13]=[CH:12][CH:11]=[CH:10][CH:9]=1)[C:2]1[CH:7]=[CH:6][CH:5]=[CH:4][CH:3]=1.C1(P([N:51]=[N+:52]=[N-:53])(C2C=CC=CC=2)=O)C=CC=CC=1.C1(P(C2C=CC=CC=2)C2C=CC=CC=2)C=CC=CC=1.CCOC(/N=N/C(OCC)=O)=O.C1(C)C=CC=CC=1, predict the reaction product. The product is: [N:51]([CH2:34][CH2:33][N:29]([CH:30]([CH3:31])[CH3:32])[C:28]([C:26]1[N:27]=[C:23]([N:21]2[CH2:20][CH2:19][CH2:22]2)[S:24][CH:25]=1)=[O:36])=[N+:52]=[N-:53].[Si:1]([O:18][CH:19]1[CH2:20][NH:21][CH2:22]1)([C:14]([CH3:17])([CH3:15])[CH3:16])([C:2]1[CH:7]=[CH:6][CH:5]=[CH:4][CH:3]=1)[C:8]1[CH:9]=[CH:10][CH:11]=[CH:12][CH:13]=1. (3) The product is: [Br:13][C:14]1[CH:15]=[CH:16][C:17]([O:20][C:21]([F:22])([F:23])[F:24])=[C:18]([CH:19]=1)[CH:27]=[O:28]. Given the reactants C(NC(C)C)(C)C.C([Li])CCC.[Br:13][C:14]1[CH:19]=[CH:18][C:17]([O:20][C:21]([F:24])([F:23])[F:22])=[CH:16][CH:15]=1.N1(C=O)CC[O:28][CH2:27]C1, predict the reaction product. (4) Given the reactants [Br:1]N1C(=O)CCC1=O.[CH3:9][C@H:10]1[O:15][C@@H:14]([CH3:16])[CH2:13][N:12]([C:17]2[CH:22]=[C:21]([C:23]3[CH:27]=[CH:26][O:25][C:24]=3[CH3:28])[CH:20]=[CH:19][N:18]=2)[CH2:11]1, predict the reaction product. The product is: [Br:1][C:20]1[C:21]([C:23]2[CH:27]=[CH:26][O:25][C:24]=2[CH3:28])=[CH:22][C:17]([N:12]2[CH2:11][C@H:10]([CH3:9])[O:15][C@H:14]([CH3:16])[CH2:13]2)=[N:18][CH:19]=1. (5) The product is: [NH2:20][C:10]1[C:9]2[N:8]=[C:7]([CH2:21][O:22][CH2:23][CH3:24])[N:6]([CH2:5][CH2:4][CH2:3][CH2:2][NH:1][C:29]([NH:28][CH:25]([CH3:27])[CH3:26])=[O:30])[C:18]=2[C:17]2[CH:16]=[CH:15][C:14]([Br:19])=[CH:13][C:12]=2[N:11]=1. Given the reactants [NH2:1][CH2:2][CH2:3][CH2:4][CH2:5][N:6]1[C:18]2[C:17]3[CH:16]=[CH:15][C:14]([Br:19])=[CH:13][C:12]=3[N:11]=[C:10]([NH2:20])[C:9]=2[N:8]=[C:7]1[CH2:21][O:22][CH2:23][CH3:24].[CH:25]([N:28]=[C:29]=[O:30])([CH3:27])[CH3:26], predict the reaction product.